Dataset: Forward reaction prediction with 1.9M reactions from USPTO patents (1976-2016). Task: Predict the product of the given reaction. Given the reactants N[C@@H]1CCCC[C@H]1N.C(=O)([O-])[O-].[K+].[K+].[CH3:15][C:16]1[CH:21]=[CH:20][N:19]=[CH:18][C:17]=1[N:22]1[CH2:26][CH2:25][NH:24][C:23]1=[O:27].Br[C:29]1[CH:38]=[CH:37][C:36]2[C:31](=[CH:32][CH:33]=[CH:34][CH:35]=2)[CH:30]=1, predict the reaction product. The product is: [CH3:15][C:16]1[CH:21]=[CH:20][N:19]=[CH:18][C:17]=1[N:22]1[CH2:26][CH2:25][N:24]([C:29]2[CH:38]=[CH:37][C:36]3[C:31](=[CH:32][CH:33]=[CH:34][CH:35]=3)[CH:30]=2)[C:23]1=[O:27].